From a dataset of Forward reaction prediction with 1.9M reactions from USPTO patents (1976-2016). Predict the product of the given reaction. (1) Given the reactants C[O:2][C:3]1[C:8]([O:9]C)=[CH:7][C:6]([C:11]#[C:12][C:13]2[CH:18]=[CH:17][CH:16]=[CH:15][C:14]=2C)=[CH:5][N:4]=1.I[C:21]1C=CC(C)=CC=1, predict the reaction product. The product is: [OH:9][C:8]1[C:3](=[O:2])[NH:4][CH:5]=[C:6]([CH2:11][CH2:12][C:13]2[CH:14]=[CH:15][CH:16]=[C:17]([CH3:21])[CH:18]=2)[CH:7]=1. (2) Given the reactants [CH2:1]([O:8][C:9]1[CH:10]=C([CH:15]=[C:16]([O:26][CH2:27][C:28]2[CH:33]=[CH:32][CH:31]=[CH:30][CH:29]=2)[C:17]=1[O:18][CH2:19][C:20]1[CH:25]=[CH:24][CH:23]=[CH:22][CH:21]=1)C(O)=O)[C:2]1[CH:7]=[CH:6][CH:5]=[CH:4][CH:3]=1.CN(C([O:41]N1N=NC2C=CC=NC1=2)=[N+](C)C)C.F[P-](F)(F)(F)(F)F.CC[N:60]([CH:64]([CH3:66])C)[CH:61]([CH3:63])C.C(N)C[CH2:69][CH3:70], predict the reaction product. The product is: [CH2:27]([O:26][C:16]1[CH:15]=[C:66]([CH:10]=[C:9]([O:8][CH2:1][C:2]2[CH:3]=[CH:4][CH:5]=[CH:6][CH:7]=2)[C:17]=1[O:18][CH2:19][C:20]1[CH:25]=[CH:24][CH:23]=[CH:22][CH:21]=1)[C:64]([NH:60][CH2:61][CH2:63][CH2:69][CH3:70])=[O:41])[C:28]1[CH:29]=[CH:30][CH:31]=[CH:32][CH:33]=1. (3) Given the reactants BrBr.[C:3]([C:6]1[CH:18]=[CH:17][C:16]2[C:15]3[C:10](=[CH:11][CH:12]=[CH:13][CH:14]=3)[C:9]3([C:30]4[CH:29]=[C:28]([C:31](=[O:33])C)[CH:27]=[CH:26][C:25]=4[C:24]4[C:19]3=[CH:20][CH:21]=[CH:22][CH:23]=4)[C:8]=2[CH:7]=1)(=[O:5])C.[OH-:34].[Na+].S([O-])(O)=[O:37].[Na+], predict the reaction product. The product is: [CH:29]1[C:30]2[C:9]3([C:8]4[CH:7]=[C:6]([C:3]([OH:5])=[O:34])[CH:18]=[CH:17][C:16]=4[C:15]4[C:10]3=[CH:11][CH:12]=[CH:13][CH:14]=4)[C:19]3[C:24](=[CH:23][CH:22]=[CH:21][CH:20]=3)[C:25]=2[CH:26]=[CH:27][C:28]=1[C:31]([OH:33])=[O:37]. (4) Given the reactants [H-].[Na+].[CH3:3][O:4][C:5]1[CH:10]=[CH:9][C:8]([C:11](=[O:13])[CH3:12])=[CH:7][CH:6]=1.[C:14](OCC)(=[O:20])[C:15]([O:17][CH2:18][CH3:19])=[O:16].Cl, predict the reaction product. The product is: [CH3:3][O:4][C:5]1[CH:10]=[CH:9][C:8]([C:11](=[O:13])[CH2:12][C:14](=[O:20])[C:15]([O:17][CH2:18][CH3:19])=[O:16])=[CH:7][CH:6]=1. (5) Given the reactants [NH2:1][CH2:2][C:3]1([OH:16])[CH2:8][CH2:7][N:6]([C:9]([O:11][C:12]([CH3:15])([CH3:14])[CH3:13])=[O:10])[CH2:5][CH2:4]1.C([N:19]([CH2:22][CH3:23])[CH2:20][CH3:21])C.Cl[C:25]1C2C(=NC=CC=2)[N:28]=[CH:27][C:26]=1[N+:35]([O-:37])=[O:36].Cl[CH2:39]Cl, predict the reaction product. The product is: [OH:16][C:3]1([CH2:2][NH:1][C:25]2[C:20]3[C:21](=[CH:39][CH:23]=[CH:22][N:19]=3)[N:28]=[CH:27][C:26]=2[N+:35]([O-:37])=[O:36])[CH2:4][CH2:5][N:6]([C:9]([O:11][C:12]([CH3:13])([CH3:15])[CH3:14])=[O:10])[CH2:7][CH2:8]1.